From a dataset of Forward reaction prediction with 1.9M reactions from USPTO patents (1976-2016). Predict the product of the given reaction. (1) Given the reactants Br[C:2]1[CH:11]=[CH:10][C:9]2[N:8]=[CH:7][C:6]3[N:12]([CH3:29])[C:13](=[N:26][C:27]#[N:28])[N:14]([C:15]4[CH:20]=[CH:19][C:18]([C:21]([C:24]#[N:25])([CH3:23])[CH3:22])=[CH:17][CH:16]=4)[C:5]=3[C:4]=2[CH:3]=1.[B:30]1(B2OC(C)(C)C(C)(C)O2)[O:34]C(C)(C)C(C)(C)[O:31]1.C([O-])(=O)C.[K+].C(Cl)Cl, predict the reaction product. The product is: [C:27]([N:26]=[C:13]1[N:12]([CH3:29])[C:6]2[CH:7]=[N:8][C:9]3[CH:10]=[CH:11][C:2]([B:30]([OH:34])[OH:31])=[CH:3][C:4]=3[C:5]=2[N:14]1[C:15]1[CH:20]=[CH:19][C:18]([C:21]([C:24]#[N:25])([CH3:22])[CH3:23])=[CH:17][CH:16]=1)#[N:28]. (2) Given the reactants C[O:2][C:3](=O)[C:4]1[CH:9]=[CH:8][CH:7]=[N:6][C:5]=1[N:10]([C:12](=[O:25])[CH2:13][C:14]1[C:19]([CH2:20][CH3:21])=[CH:18][C:17]([CH3:22])=[CH:16][C:15]=1[CH2:23][CH3:24])[CH3:11].CC(C)([O-])C.[K+], predict the reaction product. The product is: [CH2:20]([C:19]1[CH:18]=[C:17]([CH3:22])[CH:16]=[C:15]([CH2:23][CH3:24])[C:14]=1[C:13]1[C:12](=[O:25])[N:10]([CH3:11])[C:5]2[C:4]([C:3]=1[OH:2])=[CH:9][CH:8]=[CH:7][N:6]=2)[CH3:21]. (3) Given the reactants [Cl:1][C:2]1[CH:3]=[CH:4][C:5]([S:31]([CH2:34][CH3:35])(=[O:33])=[O:32])=[C:6]([CH:30]=1)[NH:7][N:8]1[C:17](=[O:18])[C:16]2[C:11](=[CH:12][C:13]([CH2:23][N:24]3[CH2:29][CH2:28][NH:27][CH2:26][CH2:25]3)=[C:14]([C:19]([F:22])([F:21])[F:20])[CH:15]=2)[N:10]=[CH:9]1.[O:36]1[CH2:41][CH2:40][C:39](=O)[CH2:38][CH2:37]1, predict the reaction product. The product is: [Cl:1][C:2]1[CH:3]=[CH:4][C:5]([S:31]([CH2:34][CH3:35])(=[O:32])=[O:33])=[C:6]([CH:30]=1)[NH:7][N:8]1[C:17](=[O:18])[C:16]2[C:11](=[CH:12][C:13]([CH2:23][N:24]3[CH2:25][CH2:26][N:27]([CH:39]4[CH2:40][CH2:41][O:36][CH2:37][CH2:38]4)[CH2:28][CH2:29]3)=[C:14]([C:19]([F:22])([F:21])[F:20])[CH:15]=2)[N:10]=[CH:9]1. (4) Given the reactants Cl[Si](C)(C)C.[CH:6]1([CH2:9][CH2:10][NH:11][C:12](=[O:39])[C:13]2[CH:18]=[CH:17][C:16]([N:19]3[CH2:24][CH2:23][N:22]([C:25](=[O:36])[C:26]4[CH:31]=[CH:30][CH:29]=[CH:28][C:27]=4[C:32]([F:35])([F:34])[F:33])[CH2:21][CH2:20]3)=[N:15][C:14]=2[O:37]C)[CH2:8][CH2:7]1.[I-].[Na+], predict the reaction product. The product is: [CH:6]1([CH2:9][CH2:10][NH:11][C:12](=[O:39])[C:13]2[CH:18]=[CH:17][C:16]([N:19]3[CH2:20][CH2:21][N:22]([C:25](=[O:36])[C:26]4[CH:31]=[CH:30][CH:29]=[CH:28][C:27]=4[C:32]([F:33])([F:34])[F:35])[CH2:23][CH2:24]3)=[N:15][C:14]=2[OH:37])[CH2:7][CH2:8]1. (5) Given the reactants Br[C:2]1[CH:10]=[CH:9][C:5]2[CH:6]=[N:7][S:8][C:4]=2[CH:3]=1.C([O-])(=O)C.[K+].[B:16]1([B:16]2[O:20][C:19]([CH3:22])([CH3:21])[C:18]([CH3:24])([CH3:23])[O:17]2)[O:20][C:19]([CH3:22])([CH3:21])[C:18]([CH3:24])([CH3:23])[O:17]1.C1(P(C2CCCCC2)C2CCCCC2)CCCCC1, predict the reaction product. The product is: [CH3:23][C:18]1([CH3:24])[C:19]([CH3:22])([CH3:21])[O:20][B:16]([C:2]2[CH:10]=[CH:9][C:5]3[CH:6]=[N:7][S:8][C:4]=3[CH:3]=2)[O:17]1. (6) Given the reactants Br[C:2]1[N:3]=[C:4]([C:10]2[C:19]3[C:14](=[CH:15][CH:16]=[CH:17][CH:18]=3)[CH:13]=[CH:12][CH:11]=2)[N:5]([CH2:8][CH3:9])[C:6]=1Br.[Li]CCCC.CCCCCC.C[Si](Cl)(C)C.CN([CH:39]=[O:40])C, predict the reaction product. The product is: [CH2:8]([N:5]1[CH:6]=[C:2]([CH:39]=[O:40])[N:3]=[C:4]1[C:10]1[C:19]2[C:14](=[CH:15][CH:16]=[CH:17][CH:18]=2)[CH:13]=[CH:12][CH:11]=1)[CH3:9]. (7) Given the reactants Cl.[Cl:2][C:3]1[CH:4]=[CH:5][C:6]([CH3:11])=[C:7]([NH:9][NH2:10])[CH:8]=1.Cl.[CH3:13]/[C:14](/N)=[CH:15]\[C:16]#[N:17].C(=O)(O)[O-].[Na+], predict the reaction product. The product is: [Cl:2][C:3]1[CH:4]=[CH:5][C:6]([CH3:11])=[C:7]([N:9]2[C:16]([NH2:17])=[CH:15][C:14]([CH3:13])=[N:10]2)[CH:8]=1. (8) Given the reactants FC(F)C[C@@:4]1(C(OC)=O)[CH2:8][C@H:7]([N:9]2[C:13]([CH3:14])=[CH:12][CH:11]=[C:10]2[CH3:15])[CH:6]=[CH:5]1.[OH-:21].[Na+].[CH3:23][OH:24], predict the reaction product. The product is: [CH3:14][C:13]1[N:9]([C:7]2([C:23]([OH:24])=[O:21])[CH2:8][CH2:4][CH:5]=[CH:6]2)[C:10]([CH3:15])=[CH:11][CH:12]=1. (9) The product is: [Cl:1][C:2]1[CH:7]=[C:6]([Cl:8])[CH:5]=[CH:4][C:3]=1[C:9]1[N:10]=[C:11]([NH:14][C:25](=[O:26])[C:24]2[C:23]([F:22])=[CH:31][CH:30]=[CH:29][C:28]=2[F:32])[S:12][CH:13]=1. Given the reactants [Cl:1][C:2]1[CH:7]=[C:6]([Cl:8])[CH:5]=[CH:4][C:3]=1[C:9]1[N:10]=[C:11]([NH2:14])[S:12][CH:13]=1.CCN(CC)CC.[F:22][C:23]1[CH:31]=[CH:30][CH:29]=[C:28]([F:32])[C:24]=1[C:25](Cl)=[O:26], predict the reaction product. (10) Given the reactants [Br:1][C:2]1[CH:7]=[CH:6][C:5]([O:8][CH3:9])=[CH:4][C:3]=1[O:10][CH3:11].[F:12][C:13]1[CH:18]=[CH:17][C:16]([CH2:19][C:20](Cl)=[O:21])=[CH:15][CH:14]=1.C(Cl)Cl.[Al+3].[Cl-].[Cl-].[Cl-], predict the reaction product. The product is: [Br:1][C:2]1[C:3]([O:10][CH3:11])=[CH:4][C:5]([O:8][CH3:9])=[C:6]([C:20](=[O:21])[CH2:19][C:16]2[CH:17]=[CH:18][C:13]([F:12])=[CH:14][CH:15]=2)[CH:7]=1.